This data is from Full USPTO retrosynthesis dataset with 1.9M reactions from patents (1976-2016). The task is: Predict the reactants needed to synthesize the given product. (1) Given the product [CH3:18][O:19][C:20](=[O:45])[N:21]=[C:22]([S:43][CH3:44])[C:23]([C:24]1[CH:29]=[C:28]([O:30][CH3:31])[CH:27]=[C:26]([O:32][CH2:8][CH2:9][O:10][Si:11]([C:14]([CH3:17])([CH3:16])[CH3:15])([CH3:13])[CH3:12])[C:25]=1[F:33])=[N:34][C:35]1[CH:40]=[CH:39][C:38]([C:41]#[N:42])=[CH:37][CH:36]=1, predict the reactants needed to synthesize it. The reactants are: C(=O)([O-])[O-].[K+].[K+].Br[CH2:8][CH2:9][O:10][Si:11]([C:14]([CH3:17])([CH3:16])[CH3:15])([CH3:13])[CH3:12].[CH3:18][O:19][C:20](=[O:45])[N:21]=[C:22]([S:43][CH3:44])[C:23](=[N:34][C:35]1[CH:40]=[CH:39][C:38]([C:41]#[N:42])=[CH:37][CH:36]=1)[C:24]1[CH:29]=[C:28]([O:30][CH3:31])[CH:27]=[C:26]([OH:32])[C:25]=1[F:33].O. (2) Given the product [Br:3][C:4]1[CH:5]=[C:6]([S:10][CH2:12][C:13]([OH:15])=[O:14])[CH:7]=[CH:8][CH:9]=1, predict the reactants needed to synthesize it. The reactants are: [OH-].[Na+].[Br:3][C:4]1[CH:5]=[C:6]([SH:10])[CH:7]=[CH:8][CH:9]=1.Cl[CH2:12][C:13]([OH:15])=[O:14].Cl.